Dataset: NCI-60 drug combinations with 297,098 pairs across 59 cell lines. Task: Regression. Given two drug SMILES strings and cell line genomic features, predict the synergy score measuring deviation from expected non-interaction effect. (1) Drug 1: C1CCN(CC1)CCOC2=CC=C(C=C2)C(=O)C3=C(SC4=C3C=CC(=C4)O)C5=CC=C(C=C5)O. Drug 2: C1=C(C(=O)NC(=O)N1)N(CCCl)CCCl. Cell line: T-47D. Synergy scores: CSS=25.7, Synergy_ZIP=-6.91, Synergy_Bliss=-2.75, Synergy_Loewe=1.17, Synergy_HSA=2.39. (2) Drug 1: CN(C)N=NC1=C(NC=N1)C(=O)N. Drug 2: C1CC(=O)NC(=O)C1N2C(=O)C3=CC=CC=C3C2=O. Cell line: HCC-2998. Synergy scores: CSS=5.42, Synergy_ZIP=0.943, Synergy_Bliss=4.53, Synergy_Loewe=2.88, Synergy_HSA=3.29. (3) Drug 1: C1C(C(OC1N2C=NC3=C(N=C(N=C32)Cl)N)CO)O. Drug 2: CNC(=O)C1=NC=CC(=C1)OC2=CC=C(C=C2)NC(=O)NC3=CC(=C(C=C3)Cl)C(F)(F)F. Cell line: T-47D. Synergy scores: CSS=7.24, Synergy_ZIP=0.777, Synergy_Bliss=5.18, Synergy_Loewe=1.21, Synergy_HSA=1.96. (4) Drug 1: CC(C)(C#N)C1=CC(=CC(=C1)CN2C=NC=N2)C(C)(C)C#N. Drug 2: B(C(CC(C)C)NC(=O)C(CC1=CC=CC=C1)NC(=O)C2=NC=CN=C2)(O)O. Cell line: BT-549. Synergy scores: CSS=49.8, Synergy_ZIP=1.94, Synergy_Bliss=-0.0124, Synergy_Loewe=-3.26, Synergy_HSA=-2.64. (5) Drug 1: C1CCN(CC1)CCOC2=CC=C(C=C2)C(=O)C3=C(SC4=C3C=CC(=C4)O)C5=CC=C(C=C5)O. Drug 2: C1CCC(C(C1)N)N.C(=O)(C(=O)[O-])[O-].[Pt+4]. Cell line: NCI-H460. Synergy scores: CSS=1.24, Synergy_ZIP=-0.0704, Synergy_Bliss=1.37, Synergy_Loewe=-4.23, Synergy_HSA=-1.52.